Dataset: Catalyst prediction with 721,799 reactions and 888 catalyst types from USPTO. Task: Predict which catalyst facilitates the given reaction. (1) Reactant: [C:1]([O:5][C:6](=[O:20])[NH:7][C@@H:8]1[C:14](=[O:15])[NH:13][C:12]2[CH:16]=[CH:17][CH:18]=[CH:19][C:11]=2[NH:10][CH2:9]1)([CH3:4])([CH3:3])[CH3:2].C[Si]([N-][Si](C)(C)C)(C)C.[Li+].Br[CH2:32][CH:33]1[CH2:35][CH2:34]1. Product: [C:1]([O:5][C:6](=[O:20])[NH:7][C@@H:8]1[C:14](=[O:15])[N:13]([CH2:32][CH:33]2[CH2:35][CH2:34]2)[C:12]2[CH:16]=[CH:17][CH:18]=[CH:19][C:11]=2[NH:10][CH2:9]1)([CH3:4])([CH3:2])[CH3:3]. The catalyst class is: 7. (2) Reactant: [C:1](Cl)(=[O:8])[C:2]1[CH:7]=[CH:6][CH:5]=[CH:4][CH:3]=1.[NH:10]1[CH:17]=[CH:16][C:14]([NH2:15])=[N:13][C:11]1=[O:12]. Product: [C:1]([NH:15][C:14]1[CH:16]=[CH:17][NH:10][C:11](=[O:12])[N:13]=1)(=[O:8])[C:2]1[CH:7]=[CH:6][CH:5]=[CH:4][CH:3]=1. The catalyst class is: 17. (3) Reactant: FC(F)(F)C1C=C(S(O[CH2:13][C@@H:14]([NH:16][S:17]([C:20]2[CH:25]=[CH:24][CH:23]=[C:22]([C:26]([F:29])([F:28])[F:27])[CH:21]=2)(=[O:19])=[O:18])[CH3:15])(=O)=O)C=CC=1.CC([O-])(C)C.[K+]. Product: [CH3:13][CH:14]1[CH2:15][N@@:16]1[S:17]([C:20]1[CH:25]=[CH:24][CH:23]=[C:22]([C:26]([F:29])([F:28])[F:27])[CH:21]=1)(=[O:19])=[O:18]. The catalyst class is: 1. (4) Reactant: [OH:1][CH:2]([C:19]1[O:20][C:21]([C:24]2[N:29]=[CH:28][C:27]([C:30]([O:32][CH3:33])=[O:31])=[CH:26][CH:25]=2)=[CH:22][N:23]=1)[CH2:3][CH2:4][C:5]1[CH:10]=[CH:9][C:8]([CH2:11][O:12][C:13]2[CH:18]=[CH:17][CH:16]=[CH:15][CH:14]=2)=[CH:7][CH:6]=1.CC(OI1(OC(C)=O)(OC(C)=O)OC(=O)C2C=CC=CC1=2)=O.C([O-])(O)=O.[Na+]. Product: [O:12]([CH2:11][C:8]1[CH:7]=[CH:6][C:5]([CH2:4][CH2:3][C:2]([C:19]2[O:20][C:21]([C:24]3[N:29]=[CH:28][C:27]([C:30]([O:32][CH3:33])=[O:31])=[CH:26][CH:25]=3)=[CH:22][N:23]=2)=[O:1])=[CH:10][CH:9]=1)[C:13]1[CH:18]=[CH:17][CH:16]=[CH:15][CH:14]=1. The catalyst class is: 2. (5) Reactant: [F:1][C:2]([F:25])([C:18]1[CH:23]=[CH:22][C:21]([F:24])=[CH:20][N:19]=1)[C:3]1[N:12]=[C:11](O)[C:10]2[C:5](=[C:6]([S:14]([CH3:17])(=[O:16])=[O:15])[CH:7]=[CH:8][CH:9]=2)[N:4]=1.P(Br)(Br)(Br)=O.CCN(C(C)C)C(C)C.[CH3:40][C:41]1[NH:45][N:44]=[C:43]([NH2:46])[CH:42]=1. Product: [F:1][C:2]([F:25])([C:18]1[CH:23]=[CH:22][C:21]([F:24])=[CH:20][N:19]=1)[C:3]1[N:12]=[C:11]([NH:46][C:43]2[CH:42]=[C:41]([CH3:40])[NH:45][N:44]=2)[C:10]2[C:5](=[C:6]([S:14]([CH3:17])(=[O:16])=[O:15])[CH:7]=[CH:8][CH:9]=2)[N:4]=1. The catalyst class is: 575.